From a dataset of Forward reaction prediction with 1.9M reactions from USPTO patents (1976-2016). Predict the product of the given reaction. (1) The product is: [CH3:1][C:2]([CH2:6][CH2:7][C:8]([CH3:12])=[C:9]([CH3:11])[CH3:10])=[CH:3][CH2:4][OH:5]. Given the reactants [CH3:1][C:2]([CH2:6][CH2:7][C:8]([CH3:12])=[C:9]([CH3:11])[CH3:10])=[CH:3][CH:4]=[O:5].C(O)(=O)C1C=CC=CC=1, predict the reaction product. (2) Given the reactants [CH3:1][O:2][C:3]1[CH:8]=[CH:7][C:6]([C:9]2[O:13][C:12]([C:14]([N:16]3[CH2:19][CH:18]([O:20][C:21]4[CH:28]=[CH:27][C:24]([CH:25]=O)=[C:23]([CH3:29])[CH:22]=4)[CH2:17]3)=[O:15])=[N:11][N:10]=2)=[CH:5][CH:4]=1.Cl.[CH3:31][C:32]1([CH2:38][OH:39])[CH2:37][CH2:36][NH:35][CH2:34][CH2:33]1.C(N(CC)CC)C.C(O[BH-](OC(=O)C)OC(=O)C)(=O)C.[Na+], predict the reaction product. The product is: [OH:39][CH2:38][C:32]1([CH3:31])[CH2:37][CH2:36][N:35]([CH2:25][C:24]2[CH:27]=[CH:28][C:21]([O:20][CH:18]3[CH2:19][N:16]([C:14]([C:12]4[O:13][C:9]([C:6]5[CH:7]=[CH:8][C:3]([O:2][CH3:1])=[CH:4][CH:5]=5)=[N:10][N:11]=4)=[O:15])[CH2:17]3)=[CH:22][C:23]=2[CH3:29])[CH2:34][CH2:33]1.